This data is from Full USPTO retrosynthesis dataset with 1.9M reactions from patents (1976-2016). The task is: Predict the reactants needed to synthesize the given product. (1) Given the product [CH2:3]([O:5][C:6](=[O:9])[CH2:7][S:8][C:11]1[CH:21]=[CH:20][C:14]([CH2:15][O:16][C:17](=[O:19])[CH3:18])=[CH:13][C:12]=1[N+:22]([O-:24])=[O:23])[CH3:4], predict the reactants needed to synthesize it. The reactants are: [H-].[Na+].[CH2:3]([O:5][C:6](=[O:9])[CH2:7][SH:8])[CH3:4].F[C:11]1[CH:21]=[CH:20][C:14]([CH2:15][O:16][C:17](=[O:19])[CH3:18])=[CH:13][C:12]=1[N+:22]([O-:24])=[O:23].O. (2) Given the product [F:1][C:2]1[CH:3]=[CH:4][C:5]([CH3:11])=[C:6]([CH:10]=1)[C:7]([O:9][CH3:16])=[O:8], predict the reactants needed to synthesize it. The reactants are: [F:1][C:2]1[CH:3]=[CH:4][C:5]([CH3:11])=[C:6]([CH:10]=1)[C:7]([OH:9])=[O:8].O=S(Cl)Cl.[CH3:16]O. (3) Given the product [C:1]([C:3]1[CH:4]=[C:5]([CH:19]=[C:20]([C:24]([F:27])([F:25])[F:26])[C:21]=1[OH:22])[C:6]([N:8]1[C:12]2[CH:13]=[CH:14][CH:15]=[CH:16][C:11]=2[S:10](=[O:17])(=[O:18])[CH2:9]1)=[O:7])#[N:2], predict the reactants needed to synthesize it. The reactants are: [C:1]([C:3]1[CH:4]=[C:5]([CH:19]=[C:20]([C:24]([F:27])([F:26])[F:25])[C:21]=1[O:22]C)[C:6]([N:8]1[C:12]2[CH:13]=[CH:14][CH:15]=[CH:16][C:11]=2[S:10](=[O:18])(=[O:17])[CH2:9]1)=[O:7])#[N:2].[Cl-].[Li+].Cl. (4) Given the product [NH2:7][C@@H:8]([CH2:9][C:10]1[CH:15]=[CH:14][CH:13]=[C:12]([Br:16])[CH:11]=1)[CH2:17][OH:18], predict the reactants needed to synthesize it. The reactants are: C(OC(=O)[NH:7][C@H:8]([CH2:17][OH:18])[CH2:9][C:10]1[CH:15]=[CH:14][CH:13]=[C:12]([Br:16])[CH:11]=1)(C)(C)C.Cl.